This data is from Experimentally validated miRNA-target interactions with 360,000+ pairs, plus equal number of negative samples. The task is: Binary Classification. Given a miRNA mature sequence and a target amino acid sequence, predict their likelihood of interaction. (1) The miRNA is hsa-miR-1910-3p with sequence GAGGCAGAAGCAGGAUGACA. The protein sequence of the target gene is MEADLSGFNIDAPRWDQRTFLGRVKHFLNITDPRTVFVSERELDWAKVMVEKSRMGVVPPGTQVEQLLYAKKLYDSAFHPDTGEKMNVIGRMSFQLPGGMIITGFMLQFYRTMPAVIFWQWVNQSFNALVNYTNRNAASPTSVRQMALSYFTATTTAVATAVGMNMLTKKAPPLVGRWVPFAAVAAANCVNIPMMRQQELIKGICVKDRNENEIGHSRRAAAIGITQVVISRITMSAPGMILLPVIMERLEKLHFMQKVKVLHAPLQVMLSGCFLIFMVPVACGLFPQKCELPVSYLEPK.... Result: 1 (interaction). (2) The miRNA is mmu-miR-5104 with sequence CUGUGCUAGUGAGGUGGCUCAGCA. The protein sequence of the target gene is MKLYVFLVNTGTTLTFDTELTVQTVADLKHAIQSKYKIAIQHQVLVVNGGECMAADRRVCTYSAGTDTNPIFLFNKEMILCDRPPAIPKTTFSTENDMEIKVEESLMMPAVFHTVASRTQLALEMYEVAKKLCSFCEGLVHDEHLQHQGWAAIMANLEDCSNSYQKLLFKFESIYSNYLQSIEDIKLKLTHLGTAVSVMAKIPLLECLTRHSYRECLGRLDSLPEHEDSEKAEMKRSTELVLSPDMPRTTNESLLTSFPKSVEHVSPDTADAESGKEIRESCQSTVHQQDETTIDTKDGD.... Result: 0 (no interaction).